This data is from Forward reaction prediction with 1.9M reactions from USPTO patents (1976-2016). The task is: Predict the product of the given reaction. (1) Given the reactants [C:1]([C:4]1[CH:9]=[CH:8][CH:7]=[CH:6][C:5]=1B(O)O)(=[O:3])[CH3:2].C(O[C:16]([C:18]1[N:19]=[C:20](Br)[S:21][CH:22]=1)=[O:17])C.[NH:24]1[C@H:33]2[C@@H:28]([CH2:29][CH2:30][CH2:31][CH2:32]2)[CH2:27][CH2:26][CH2:25]1, predict the reaction product. The product is: [CH2:33]1[C@H:28]2[C@@H:27]([CH2:32][CH2:31][CH2:30][CH2:29]2)[CH2:26][CH2:25][N:24]1[C:16]([C:18]1[N:19]=[C:20]([C:5]2[CH:6]=[CH:7][CH:8]=[CH:9][C:4]=2[C:1](=[O:3])[CH3:2])[S:21][CH:22]=1)=[O:17]. (2) Given the reactants [NH2:1][C@H:2](C(N)=O)[CH2:3][C:4]1C=CC(O)=C[CH:5]=1.Cl.C([N:17]([CH2:20]C)[CH2:18][CH3:19])C, predict the reaction product. The product is: [N:17]1[C:18]2[CH:19]=[CH:5][CH:4]=[CH:3][C:2]=2[NH:1][CH:20]=1. (3) The product is: [Cl:24][C:25]1[CH:26]=[C:27]2[C:10]3([CH2:15][CH2:14][N:13]([C:16]([O:18][C:19]([CH3:22])([CH3:21])[CH3:20])=[O:17])[CH2:12][CH2:11]3)[CH:8]=[N:31][C:28]2=[CH:29][CH:30]=1. Given the reactants C(O)(C(F)(F)F)=O.[CH:8]([CH:10]1[CH2:15][CH2:14][N:13]([C:16]([O:18][C:19]([CH3:22])([CH3:21])[CH3:20])=[O:17])[CH2:12][CH2:11]1)=O.Cl.[Cl:24][C:25]1[CH:30]=[CH:29][C:28]([NH:31]N)=[CH:27][CH:26]=1.C(O)C, predict the reaction product. (4) Given the reactants [CH3:1][C:2]1[CH:8]=[CH:7][C:6]([N+:9]([O-:11])=[O:10])=[CH:5][C:3]=1[NH2:4].[N+:12]([O-:15])([OH:14])=[O:13].[N:16]#[C:17][NH2:18], predict the reaction product. The product is: [N+:12]([O-:15])([OH:14])=[O:13].[CH3:1][C:2]1[CH:8]=[CH:7][C:6]([N+:9]([O-:11])=[O:10])=[CH:5][C:3]=1[NH:4][C:17]([NH2:18])=[NH:16]. (5) The product is: [C:15]1([O:14][C:11]2[CH:10]=[CH:9][CH:8]=[CH:13][CH:12]=2)[CH:20]=[CH:19][CH:18]=[CH:17][CH:16]=1. Given the reactants C(NCC[C:8]1[CH:13]=[CH:12][C:11]([OH:14])=[CH:10][CH:9]=1)(=O)CC.[C:15]1(P([C:15]2[CH:20]=[CH:19][CH:18]=[CH:17][CH:16]=2)[C:15]2[CH:20]=[CH:19][CH:18]=[CH:17][CH:16]=2)[CH:20]=[CH:19][CH:18]=[CH:17][CH:16]=1.CCOC(/N=N/C(OCC)=O)=O, predict the reaction product. (6) Given the reactants O[CH:2]([CH2:14][CH2:15][CH2:16][CH2:17][CH2:18][CH3:19])[CH2:3][N:4]1[C:12]2[CH:11]=[CH:10][N:9]=[CH:8][C:7]=2[NH:6][C:5]1=[O:13].O[CH:21]([CH2:33][CH2:34][CH2:35][CH2:36][CH2:37][CH3:38])[CH2:22][N:23]1[C:27]2[CH:28]=[N:29][CH:30]=[CH:31][C:26]=2[NH:25][C:24]1=[O:32].C1(P(C2C=CC=CC=2)C2C=CC=CC=2)C=CC=CC=1.CC(OC(/N=N/C(OC(C)C)=O)=O)C, predict the reaction product. The product is: [CH2:14]([CH:2]1[O:13][C:5]2=[N:6][C:7]3[C:12]([N:4]2[CH2:3]1)=[CH:11][CH:10]=[N:9][CH:8]=3)[CH2:15][CH2:16][CH2:17][CH2:18][CH3:19].[CH2:33]([CH:21]1[O:32][C:24]2=[N:25][C:26]3[CH:31]=[CH:30][N:29]=[CH:28][C:27]=3[N:23]2[CH2:22]1)[CH2:34][CH2:35][CH2:36][CH2:37][CH3:38]. (7) Given the reactants [Cl:1][C:2]1[CH:3]=[C:4]2[C:9](=[CH:10][CH:11]=1)[CH:8]=[C:7]([S:12]([CH2:15][CH2:16][C:17](Cl)=[O:18])(=[O:14])=[O:13])[CH:6]=[CH:5]2.[CH3:20][C:21]1[N:25]2[C:26](=[O:35])[N:27]([CH:29]3[CH2:34][CH2:33][NH:32][CH2:31][CH2:30]3)[CH2:28][C:24]2=[CH:23][N:22]=1.C(N(CC)CC)C, predict the reaction product. The product is: [Cl:1][C:2]1[CH:3]=[C:4]2[C:9](=[CH:10][CH:11]=1)[CH:8]=[C:7]([S:12]([CH2:15][CH2:16][C:17]([N:32]1[CH2:31][CH2:30][CH:29]([N:27]3[CH2:28][C:24]4=[CH:23][N:22]=[C:21]([CH3:20])[N:25]4[C:26]3=[O:35])[CH2:34][CH2:33]1)=[O:18])(=[O:14])=[O:13])[CH:6]=[CH:5]2. (8) The product is: [C:9]([O:11][CH2:9][CH2:8][CH2:7][CH2:3][CH2:2][CH2:16][CH2:12][CH3:13])(=[O:10])[C:8]1[C:12](=[CH:16][C:2](=[C:3]([CH:7]=1)[C:4]([O:6][CH2:19][CH2:20][CH2:21][CH2:22][CH2:23][CH2:24][CH2:25][CH3:26])=[O:5])[C:1]([O:18][CH2:19][CH2:20][CH2:21][CH2:22][CH2:23][CH2:24][CH2:25][CH3:26])=[O:17])[C:13]([O:15][CH2:19][CH2:20][CH2:21][CH2:22][CH2:23][CH2:24][CH2:25][CH3:26])=[O:14]. Given the reactants [C:1]([OH:18])(=[O:17])[C:2]1[C:3](=[CH:7][C:8](=[C:12]([CH:16]=1)[C:13]([OH:15])=[O:14])[C:9]([OH:11])=[O:10])[C:4]([OH:6])=[O:5].[CH2:19](O)[CH2:20][CH2:21][CH2:22][CH2:23][CH2:24][CH2:25][CH3:26], predict the reaction product.